The task is: Predict the reactants needed to synthesize the given product.. This data is from Full USPTO retrosynthesis dataset with 1.9M reactions from patents (1976-2016). (1) Given the product [Cl:46][C:47]1[CH:57]=[CH:56][C:55]([CH2:58][CH2:59][CH2:60][O:61][CH3:62])=[CH:54][C:48]=1[CH2:49][N:50]([CH:51]1[CH2:52][CH2:53]1)[C:24]([C:13]1[C@@H:14]2[NH:16][C@H:10]([CH2:11][C:12]=1[C:27]1[CH:32]=[CH:31][C:30]([O:33][CH2:34][CH2:35][O:36][C:37]3[C:42]([Cl:43])=[CH:41][C:40]([CH3:44])=[CH:39][C:38]=3[Cl:45])=[CH:29][CH:28]=1)[CH2:9][NH:8][CH2:15]2)=[O:25], predict the reactants needed to synthesize it. The reactants are: C(OC([N:8]1[CH2:15][C@H:14]2[N:16](C(OC(C)(C)C)=O)[C@H:10]([CH2:11][C:12]([C:27]3[CH:32]=[CH:31][C:30]([O:33][CH2:34][CH2:35][O:36][C:37]4[C:42]([Cl:43])=[CH:41][C:40]([CH3:44])=[CH:39][C:38]=4[Cl:45])=[CH:29][CH:28]=3)=[C:13]2[C:24](O)=[O:25])[CH2:9]1)=O)(C)(C)C.[Cl:46][C:47]1[CH:57]=[CH:56][C:55]([CH2:58][CH2:59][CH2:60][O:61][CH3:62])=[CH:54][C:48]=1[CH2:49][NH:50][CH:51]1[CH2:53][CH2:52]1. (2) The reactants are: [NH2:1][C:2]1[N:7]=[C:6]2[CH2:8][CH2:9][CH2:10][C:5]2=[CH:4][C:3]=1[C:11]([OH:13])=O.C(N(CC)CC)C.F[P-](F)(F)(F)(F)F.N1(O[P+](N(C)C)(N(C)C)N(C)C)C2C=CC=CC=2N=N1.[O:48]([C:55]1[S:59][C:58]([CH2:60][NH2:61])=[CH:57][CH:56]=1)[C:49]1[CH:54]=[CH:53][CH:52]=[CH:51][CH:50]=1. Given the product [O:48]([C:55]1[S:59][C:58]([CH2:60][NH:61][C:11]([C:3]2[CH:4]=[C:5]3[CH2:10][CH2:9][CH2:8][C:6]3=[N:7][C:2]=2[NH2:1])=[O:13])=[CH:57][CH:56]=1)[C:49]1[CH:50]=[CH:51][CH:52]=[CH:53][CH:54]=1, predict the reactants needed to synthesize it.